Task: Predict the product of the given reaction.. Dataset: Forward reaction prediction with 1.9M reactions from USPTO patents (1976-2016) (1) Given the reactants [F:1][C:2]1[CH:7]=[CH:6][C:5]([CH2:8][CH:9]([C:13]2[CH:18]=[CH:17][C:16]([S:19]([CH3:22])(=[O:21])=[O:20])=[CH:15][CH:14]=2)[C:10](O)=[O:11])=[CH:4][CH:3]=1.[Cl:23][C:24]1[N:29]=[C:28]([NH2:30])[CH:27]=[N:26][CH:25]=1.CCN=C=NCCCN(C)C.Cl, predict the reaction product. The product is: [F:1][C:2]1[CH:7]=[CH:6][C:5]([CH2:8][CH:9]([C:13]2[CH:14]=[CH:15][C:16]([S:19]([CH3:22])(=[O:20])=[O:21])=[CH:17][CH:18]=2)[C:10]([NH:30][C:28]2[CH:27]=[N:26][CH:25]=[C:24]([Cl:23])[N:29]=2)=[O:11])=[CH:4][CH:3]=1. (2) Given the reactants CB1OB(C)OB(C)O1.[C:10](=O)([O-])[O-].[K+].[K+].Br[C:17]1[C:25]2[C:20](=[CH:21][C:22]([C:26]([O:28][CH3:29])=[O:27])=[CH:23][CH:24]=2)[N:19]([CH2:30][CH2:31][CH2:32][O:33][CH3:34])[N:18]=1.O, predict the reaction product. The product is: [CH3:34][O:33][CH2:32][CH2:31][CH2:30][N:19]1[C:20]2[C:25](=[CH:24][CH:23]=[C:22]([C:26]([O:28][CH3:29])=[O:27])[CH:21]=2)[C:17]([CH3:10])=[N:18]1. (3) The product is: [CH3:1][O:2][C:3]([C:5]1[C:14]([C:33]#[C:32][Si:29]([CH3:31])([CH3:30])[CH3:28])=[C:13]([OH:16])[C:12]2[C:7](=[C:8]([N+:17]([O-:19])=[O:18])[CH:9]=[CH:10][CH:11]=2)[N:6]=1)=[O:4]. Given the reactants [CH3:1][O:2][C:3]([C:5]1[C:14](Br)=[C:13]([OH:16])[C:12]2[C:7](=[C:8]([N+:17]([O-:19])=[O:18])[CH:9]=[CH:10][CH:11]=2)[N:6]=1)=[O:4].C1(C#C)C=CC=CC=1.[CH3:28][Si:29]([C:32]#[CH:33])([CH3:31])[CH3:30], predict the reaction product. (4) Given the reactants [C:1]1([CH2:7][CH2:8][CH:9]([OH:19])[CH2:10][CH2:11][C:12]2[CH:17]=[CH:16][C:15]([CH3:18])=[CH:14][CH:13]=2)[CH:6]=[CH:5][CH:4]=[CH:3][CH:2]=1.[H-].[Na+].Cl[S:23]([N:26]=C=O)(=[O:25])=[O:24].C(O)=O, predict the reaction product. The product is: [S:23](=[O:25])(=[O:24])([O:19][CH:9]([CH2:10][CH2:11][C:12]1[CH:13]=[CH:14][C:15]([CH3:18])=[CH:16][CH:17]=1)[CH2:8][CH2:7][C:1]1[CH:6]=[CH:5][CH:4]=[CH:3][CH:2]=1)[NH2:26]. (5) Given the reactants Cl.[Cl:2][C:3]1[CH:4]=[C:5]([NH:17][C:18]2[C:19]3[C:26]4[CH2:27][CH2:28][C:29]5([CH2:34][C:25]=4[S:24][C:20]=3[N:21]=[CH:22][N:23]=2)OCC[O:30]5)[CH:6]=[CH:7][C:8]=1[O:9][CH2:10][C:11]1[CH:16]=[CH:15][CH:14]=[CH:13][N:12]=1, predict the reaction product. The product is: [ClH:2].[Cl:2][C:3]1[CH:4]=[C:5]([NH:17][C:18]2[C:19]3[C:26]4[CH2:27][CH2:28][C:29](=[O:30])[CH2:34][C:25]=4[S:24][C:20]=3[N:21]=[CH:22][N:23]=2)[CH:6]=[CH:7][C:8]=1[O:9][CH2:10][C:11]1[CH:16]=[CH:15][CH:14]=[CH:13][N:12]=1. (6) Given the reactants [CH2:1]([O:8][C:9]1[CH:14]=[CH:13][C:12]([CH2:15][CH:16]([OH:22])[C:17]([O:19][CH2:20][CH3:21])=[O:18])=[CH:11][CH:10]=1)[C:2]1[CH:7]=[CH:6][CH:5]=[CH:4][CH:3]=1.[F:23][C:24]1[CH:29]=[CH:28][C:27](O)=[CH:26][CH:25]=1.C1(P(C2C=CC=CC=2)C2C=CC=CC=2)C=CC=CC=1.CCOC(/N=N/C(OCC)=O)=O, predict the reaction product. The product is: [CH2:1]([O:8][C:9]1[CH:14]=[CH:13][C:12]([CH2:15][CH:16]([O:22][C:27]2[CH:28]=[CH:29][C:24]([F:23])=[CH:25][CH:26]=2)[C:17]([O:19][CH2:20][CH3:21])=[O:18])=[CH:11][CH:10]=1)[C:2]1[CH:7]=[CH:6][CH:5]=[CH:4][CH:3]=1. (7) Given the reactants F[C:2]1[CH:7]=[CH:6][C:5]([I:8])=[CH:4][N:3]=1.[CH3:9][N:10]1[C:14]([CH3:16])([CH3:15])[CH2:13][CH2:12][C:11]1=[O:17], predict the reaction product. The product is: [I:8][C:5]1[CH:6]=[CH:7][C:2]([CH:12]2[CH2:13][C:14]([CH3:16])([CH3:15])[N:10]([CH3:9])[C:11]2=[O:17])=[N:3][CH:4]=1.